This data is from Full USPTO retrosynthesis dataset with 1.9M reactions from patents (1976-2016). The task is: Predict the reactants needed to synthesize the given product. (1) Given the product [CH2:1]([C:3]1[O:4][C:5]2[C:11]([CH2:12][OH:13])=[CH:10][C:9]([F:16])=[CH:8][C:6]=2[CH:7]=1)[CH3:2], predict the reactants needed to synthesize it. The reactants are: [CH2:1]([C:3]1[O:4][C:5]2[C:11]([C:12](OC)=[O:13])=[CH:10][C:9]([F:16])=[CH:8][C:6]=2[CH:7]=1)[CH3:2].C(=O)=O.CC(C[AlH]CC(C)C)C.[OH-].[Na+]. (2) Given the product [NH2:12][C:13]1[N:18]=[C:17]([C:19]2[S:23][C:22]([C:24]([NH:46][CH2:45][C:42]3[CH:43]=[CH:44][C:39]([O:38][CH3:37])=[CH:40][CH:41]=3)=[O:26])=[CH:21][CH:20]=2)[CH:16]=[CH:15][N:14]=1, predict the reactants needed to synthesize it. The reactants are: CCN=C=NCCCN(C)C.[NH2:12][C:13]1[N:18]=[C:17]([C:19]2[S:23][C:22]([C:24]([OH:26])=O)=[CH:21][CH:20]=2)[CH:16]=[CH:15][N:14]=1.C1C=CC2N(O)N=NC=2C=1.[CH3:37][O:38][C:39]1[CH:44]=[CH:43][C:42]([CH2:45][NH2:46])=[CH:41][CH:40]=1. (3) Given the product [NH2:6][C:7]1[C:8]([N+:1]([O-:4])=[O:2])=[C:9]([F:17])[C:10]([Br:16])=[C:11]([CH3:15])[C:12]=1[C:13]#[N:14], predict the reactants needed to synthesize it. The reactants are: [N+:1]([O-:4])([O-])=[O:2].[K+].[NH2:6][C:7]1[C:12]([C:13]#[N:14])=[C:11]([CH3:15])[C:10]([Br:16])=[C:9]([F:17])[CH:8]=1. (4) Given the product [C:1]([NH:5][S:6]([C:9]1[CH:10]=[N:11][CH:12]=[C:13]([C:15]2[N:20]3[CH:21]=[CH:22][C:23]([C:24]4[CH:29]=[CH:28][CH:27]=[CH:26][CH:25]=4)=[C:19]3[C:18]([NH:35][C:34]3[CH:36]=[CH:37][CH:38]=[C:32]([F:31])[CH:33]=3)=[N:17][N:16]=2)[CH:14]=1)(=[O:8])=[O:7])([CH3:4])([CH3:3])[CH3:2], predict the reactants needed to synthesize it. The reactants are: [C:1]([NH:5][S:6]([C:9]1[CH:10]=[N:11][CH:12]=[C:13]([C:15]2[N:20]3[CH:21]=[CH:22][C:23]([C:24]4[CH:29]=[CH:28][CH:27]=[CH:26][CH:25]=4)=[C:19]3[C:18](Cl)=[N:17][N:16]=2)[CH:14]=1)(=[O:8])=[O:7])([CH3:4])([CH3:3])[CH3:2].[F:31][C:32]1[CH:33]=[C:34]([CH:36]=[CH:37][CH:38]=1)[NH2:35]. (5) The reactants are: [CH:1](=O)[C:2]1[CH:7]=[CH:6][CH:5]=[CH:4][CH:3]=1.Cl.[NH2:10][C@H:11]([CH3:16])[C:12]([O:14][CH3:15])=[O:13]. Given the product [CH2:1]([NH:10][C@@H:11]([CH3:16])[C:12]([O:14][CH3:15])=[O:13])[C:2]1[CH:7]=[CH:6][CH:5]=[CH:4][CH:3]=1, predict the reactants needed to synthesize it. (6) Given the product [O:25]1[C:26]2[CH:31]=[CH:30][C:29]([C:32]3([C:35]([NH:1][C:2]4[CH:3]=[C:4]5[C:8](=[CH:9][CH:10]=4)[NH:7][C:6]([C:11]([CH3:22])([CH3:21])[CH2:12][NH:13][C:14](=[O:20])[O:15][C:16]([CH3:17])([CH3:19])[CH3:18])=[CH:5]5)=[O:36])[CH2:33][CH2:34]3)=[CH:28][C:27]=2[O:23][CH2:24]1, predict the reactants needed to synthesize it. The reactants are: [NH2:1][C:2]1[CH:3]=[C:4]2[C:8](=[CH:9][CH:10]=1)[NH:7][C:6]([C:11]([CH3:22])([CH3:21])[CH2:12][NH:13][C:14](=[O:20])[O:15][C:16]([CH3:19])([CH3:18])[CH3:17])=[CH:5]2.[O:23]1[C:27]2[CH:28]=[C:29]([C:32]3([C:35](O)=[O:36])[CH2:34][CH2:33]3)[CH:30]=[CH:31][C:26]=2[O:25][CH2:24]1.C(Cl)CCl.C1C=CC2N(O)N=NC=2C=1.CCN(CC)CC. (7) Given the product [F:1][C:2]1[CH:23]=[CH:22][C:5]([CH2:6][N:7]2[CH2:11][CH2:10][N:9]([C:12]3[CH:13]=[C:14]([CH:18]=[CH:19][N:20]=3)[C:15]([NH:62][CH2:61][C:59]3[N:58]=[CH:57][O:56][CH:60]=3)=[O:16])[C:8]2=[O:21])=[CH:4][CH:3]=1, predict the reactants needed to synthesize it. The reactants are: [F:1][C:2]1[CH:23]=[CH:22][C:5]([CH2:6][N:7]2[CH2:11][CH2:10][N:9]([C:12]3[CH:13]=[C:14]([CH:18]=[CH:19][N:20]=3)[C:15](O)=[O:16])[C:8]2=[O:21])=[CH:4][CH:3]=1.C(N(C(C)C)CC)(C)C.O.ON1C2C=CC=CC=2N=N1.Cl.CN(C)CCCN=C=NCC.[O:56]1[CH:60]=[C:59]([CH2:61][NH2:62])[N:58]=[CH:57]1. (8) Given the product [CH:18]([OH:20])=[O:19].[CH3:30][C@H:5]1[CH2:6][C@@H:7]([NH:23][C:24]2[CH:29]=[CH:28][CH:27]=[CH:26][N:25]=2)[C:8]2[C:13](=[CH:12][CH:11]=[C:10]([C:14]3[CH:15]=[CH:16][C:17]([C:18]([N:46]4[CH2:45][CH2:44][CH2:43][CH2:41]4)=[O:19])=[CH:21][CH:22]=3)[CH:9]=2)[N:4]1[C:1](=[O:3])[CH3:2], predict the reactants needed to synthesize it. The reactants are: [C:1]([N:4]1[C:13]2[C:8](=[CH:9][C:10]([C:14]3[CH:22]=[CH:21][C:17]([C:18]([O-:20])=[O:19])=[CH:16][CH:15]=3)=[CH:11][CH:12]=2)[C@H:7]([NH:23][C:24]2[CH:29]=[CH:28][CH:27]=[CH:26][N:25]=2)[CH2:6][C@@H:5]1[CH3:30])(=[O:3])[CH3:2].[Li+].CN(C(ON1N=NC2[CH:43]=[CH:44][CH:45]=[N:46][C:41]1=2)=[N+](C)C)C.F[P-](F)(F)(F)(F)F.CCN(C(C)C)C(C)C.N1CCCC1.N1CCOCC1. (9) Given the product [CH2:11]([O:13][C:14](=[O:26])[CH:15]([C:16]1[S:20][N:19]=[C:18]([N:21]2[CH:25]=[CH:24][N:23]=[CH:22]2)[N:17]=1)[CH2:33][C:32]([OH:35])=[O:31])[CH3:12], predict the reactants needed to synthesize it. The reactants are: [Li+].C[Si]([N-][Si](C)(C)C)(C)C.[CH2:11]([O:13][C:14](=[O:26])[CH2:15][C:16]1[S:20][N:19]=[C:18]([N:21]2[CH:25]=[CH:24][N:23]=[CH:22]2)[N:17]=1)[CH3:12].C([O:31][C:32](=[O:35])[CH2:33]Br)(C)(C)C.[NH4+].[Cl-]. (10) Given the product [CH3:20][C:17]1([CH3:21])[CH2:18][O:19][B:14]([C:2]2[CH:3]=[C:4]([C:8]3[CH:9]=[N:10][CH:11]=[CH:12][CH:13]=3)[CH:5]=[CH:6][CH:7]=2)[O:15][CH2:16]1, predict the reactants needed to synthesize it. The reactants are: Br[C:2]1[CH:3]=[C:4]([C:8]2[CH:9]=[N:10][CH:11]=[CH:12][CH:13]=2)[CH:5]=[CH:6][CH:7]=1.[B:14]1([B:14]2[O:19][CH2:18][C:17]([CH3:21])([CH3:20])[CH2:16][O:15]2)[O:19][CH2:18][C:17]([CH3:21])([CH3:20])[CH2:16][O:15]1.C([O-])(=O)C.[K+].